Regression. Given a peptide amino acid sequence and an MHC pseudo amino acid sequence, predict their binding affinity value. This is MHC class II binding data. From a dataset of Peptide-MHC class II binding affinity with 134,281 pairs from IEDB. (1) The peptide sequence is INEPTAAAIAYGLDG. The MHC is HLA-DQA10102-DQB10602 with pseudo-sequence HLA-DQA10102-DQB10602. The binding affinity (normalized) is 0.781. (2) The peptide sequence is THDMCPDVMSAGESKHGL. The MHC is DRB4_0101 with pseudo-sequence DRB4_0103. The binding affinity (normalized) is 0.